This data is from Catalyst prediction with 721,799 reactions and 888 catalyst types from USPTO. The task is: Predict which catalyst facilitates the given reaction. (1) Reactant: C(OC([N:8]1[CH2:17][CH2:16][C:15]2[C:11](=[C:12](OS(C(F)(F)F)(=O)=O)[N:13]([C:18]3[CH:23]=[CH:22][CH:21]=[CH:20][CH:19]=3)[N:14]=2)[CH2:10][CH2:9]1)=O)(C)(C)C.B(O)(O)[C:33]1[CH:34]=[CH:35][C:36]([CH3:39])=[CH:37][CH:38]=1. Product: [C:18]1([N:13]2[C:12]([C:33]3[CH:38]=[CH:37][C:36]([CH3:39])=[CH:35][CH:34]=3)=[C:11]3[C:15]([CH2:16][CH2:17][NH:8][CH2:9][CH2:10]3)=[N:14]2)[CH:19]=[CH:20][CH:21]=[CH:22][CH:23]=1. The catalyst class is: 57. (2) Reactant: [N:1]1[CH:6]=[CH:5][C:4]([NH:7][C:8](=[O:16])OC2C=CC=CC=2)=[CH:3][CH:2]=1.Cl.[C:18]([N:21]1[CH2:26][CH2:25][CH:24]([NH2:27])[CH2:23][CH2:22]1)(=[O:20])[CH3:19].C(N(CC)CC)C. Product: [C:18]([N:21]1[CH2:26][CH2:25][CH:24]([NH:27][C:8]([NH:7][C:4]2[CH:3]=[CH:2][N:1]=[CH:6][CH:5]=2)=[O:16])[CH2:23][CH2:22]1)(=[O:20])[CH3:19]. The catalyst class is: 22. (3) Reactant: [Br:1][C:2]1[CH:11]=[C:10]2[C:5]([CH:6]=[C:7]([C:13]3[CH:18]=[CH:17][CH:16]=[C:15]([Cl:19])[CH:14]=3)[NH:8][C:9]2=[O:12])=[CH:4][CH:3]=1.[H-].[Na+].[N+]([C:25]1C=CC(S(OC)(=O)=O)=CC=1)([O-])=O.O. Product: [Br:1][C:2]1[CH:11]=[C:10]2[C:5]([CH:6]=[C:7]([C:13]3[CH:18]=[CH:17][CH:16]=[C:15]([Cl:19])[CH:14]=3)[N:8]([CH3:25])[C:9]2=[O:12])=[CH:4][CH:3]=1. The catalyst class is: 1. (4) Reactant: [Si]([O:8][C@@H:9]([CH3:41])[C@@H:10]([NH:30][C:31]1[CH:38]=[CH:37][C:34]([C:35]#[N:36])=[C:33]([Cl:39])[C:32]=1[CH3:40])[C:11]1[O:12][C:13]([C:16]2[CH:21]=[CH:20][CH:19]=[C:18]([O:22][Si](C(C)(C)C)(C)C)[CH:17]=2)=[N:14][N:15]=1)(C(C)(C)C)(C)C.[F-].C([N+](CCCC)(CCCC)CCCC)CCC. Product: [Cl:39][C:33]1[C:32]([CH3:40])=[C:31]([NH:30][C@@H:10]([C:11]2[O:12][C:13]([C:16]3[CH:21]=[CH:20][CH:19]=[C:18]([OH:22])[CH:17]=3)=[N:14][N:15]=2)[C@@H:9]([OH:8])[CH3:41])[CH:38]=[CH:37][C:34]=1[C:35]#[N:36]. The catalyst class is: 49. (5) The catalyst class is: 1. Reactant: CC1(C)C(C)(C)OB([C:9]2[CH:14]=[CH:13][C:12]([CH:15]3[CH2:18][O:17][CH2:16]3)=[CH:11][CH:10]=2)O1.[OH-:20].[Na+].OO.Cl. Product: [O:17]1[CH2:18][CH:15]([C:12]2[CH:13]=[CH:14][C:9]([OH:20])=[CH:10][CH:11]=2)[CH2:16]1. (6) Reactant: [CH3:1][O:2][C:3](=[O:13])[C:4]1[C:9]([CH3:10])=[CH:8][C:7]([F:11])=[CH:6][C:5]=1[I:12].[Br:14]NC(=O)CCC(N)=O.C(OOC(=O)C1C=CC=CC=1)(=O)C1C=CC=CC=1. Product: [CH3:1][O:2][C:3](=[O:13])[C:4]1[C:5]([I:12])=[CH:6][C:7]([F:11])=[CH:8][C:9]=1[CH2:10][Br:14]. The catalyst class is: 53. (7) Reactant: [NH:1]1[C:9]2[C:4](=[CH:5][CH:6]=[CH:7][CH:8]=2)[CH:3]=[CH:2]1.[H-].[Na+].[CH2:12](Br)[CH2:13][CH2:14][CH2:15][CH2:16][CH2:17][CH2:18][CH3:19].O. Product: [CH2:12]([N:1]1[C:9]2[C:4](=[CH:5][CH:6]=[CH:7][CH:8]=2)[CH:3]=[CH:2]1)[CH2:13][CH2:14][CH2:15][CH2:16][CH2:17][CH2:18][CH3:19]. The catalyst class is: 16.